Dataset: Forward reaction prediction with 1.9M reactions from USPTO patents (1976-2016). Task: Predict the product of the given reaction. (1) Given the reactants Br[C:2]1[CH:3]=[C:4]([CH2:8][O:9][C:10]2[CH:15]=[CH:14][C:13]([CH2:16][CH2:17][C:18]([O:20][CH3:21])=[O:19])=[CH:12][CH:11]=2)[CH:5]=[CH:6][CH:7]=1.B1(B2OC(C)(C)C(C)(C)O2)OC(C)(C)C(C)(C)O1.C([O-])(=O)C.[K+].Br[C:46]1[CH:50]=[CH:49][S:48][CH:47]=1.C(=O)([O-])[O-].[Na+].[Na+], predict the reaction product. The product is: [S:48]1[CH:49]=[CH:50][C:46]([C:2]2[CH:3]=[C:4]([CH2:8][O:9][C:10]3[CH:15]=[CH:14][C:13]([CH2:16][CH2:17][C:18]([O:20][CH3:21])=[O:19])=[CH:12][CH:11]=3)[CH:5]=[CH:6][CH:7]=2)=[CH:47]1. (2) The product is: [S:25]1[C:29]2[CH:30]=[CH:31][CH:32]=[CH:33][C:28]=2[N:27]=[C:26]1[NH:34][C:18](=[O:19])[O:20][C:21]([CH3:22])([CH3:23])[CH3:24]. Given the reactants CN(C1C=CC=CN=1)C.[C:18](O[C:18]([O:20][C:21]([CH3:24])([CH3:23])[CH3:22])=[O:19])([O:20][C:21]([CH3:24])([CH3:23])[CH3:22])=[O:19].[S:25]1[C:29]2[CH:30]=[CH:31][CH:32]=[CH:33][C:28]=2[N:27]=[C:26]1[NH2:34], predict the reaction product. (3) Given the reactants [CH2:1]([O:3][C:4](=[O:13])[CH2:5][N:6]1[C:10](=[O:11])[CH2:9][C:8]([CH3:12])=[N:7]1)[CH3:2].C(=O)([O-])[O-].[Cs+].[Cs+].Br[CH2:21][C:22]1[N:26]([C:27]2[CH:32]=[CH:31][CH:30]=[CH:29][CH:28]=2)[N:25]=[C:24]([CH3:33])[CH:23]=1.CC1C=C(CO)N(C2C=CC=CC=2)N=1, predict the reaction product. The product is: [CH2:1]([O:3][C:4](=[O:13])[CH2:5][N:6]1[C:10]([O:11][CH2:21][C:22]2[N:26]([C:27]3[CH:28]=[CH:29][CH:30]=[CH:31][CH:32]=3)[N:25]=[C:24]([CH3:33])[CH:23]=2)=[CH:9][C:8]([CH3:12])=[N:7]1)[CH3:2]. (4) Given the reactants [NH2:1][C@H:2]1[CH2:7][CH2:6][N:5]([C:8]([O:10][C:11]([CH3:14])([CH3:13])[CH3:12])=[O:9])[CH2:4][C@H:3]1[O:15][CH3:16].[Br:17][C:18]1[N:19]=[C:20]([C:24](O)=[O:25])[NH:21][C:22]=1[Br:23].CCN=C=NCCCN(C)C.Cl, predict the reaction product. The product is: [Br:17][C:18]1[N:19]=[C:20]([C:24]([NH:1][C@H:2]2[CH2:7][CH2:6][N:5]([C:8]([O:10][C:11]([CH3:12])([CH3:13])[CH3:14])=[O:9])[CH2:4][C@H:3]2[O:15][CH3:16])=[O:25])[NH:21][C:22]=1[Br:23]. (5) Given the reactants [O:1]1[C:6]2[CH:7]=[CH:8][CH:9]=[CH:10][C:5]=2[O:4][CH2:3][C@@H:2]1[C:11]([OH:13])=O.C1(N=C=NC2CCCCC2)CCCCC1.ON1C2C=CC=CC=2N=N1.[N:39]1([C:45]([O:47][C:48]([CH3:51])([CH3:50])[CH3:49])=[O:46])[CH2:44][CH2:43][NH:42][CH2:41][CH2:40]1, predict the reaction product. The product is: [O:1]1[C:6]2[CH:7]=[CH:8][CH:9]=[CH:10][C:5]=2[O:4][CH2:3][C@@H:2]1[C:11]([N:42]1[CH2:41][CH2:40][N:39]([C:45]([O:47][C:48]([CH3:51])([CH3:50])[CH3:49])=[O:46])[CH2:44][CH2:43]1)=[O:13].